This data is from Forward reaction prediction with 1.9M reactions from USPTO patents (1976-2016). The task is: Predict the product of the given reaction. (1) Given the reactants [F:1][CH:2]([F:15])[O:3][C:4]1[CH:9]=[CH:8][C:7]([CH:10]=[CH:11][C:12](O)=[O:13])=[CH:6][CH:5]=1.C(Cl)(=O)C(Cl)=O.[NH3:22], predict the reaction product. The product is: [F:1][CH:2]([F:15])[O:3][C:4]1[CH:9]=[CH:8][C:7]([CH:10]=[CH:11][C:12]([NH2:22])=[O:13])=[CH:6][CH:5]=1. (2) Given the reactants [S:1]1[CH:5]=[CH:4][C:3]([CH2:6][CH2:7][NH:8][C:9](=O)[C:10]2[CH:15]=[CH:14][CH:13]=[CH:12][CH:11]=2)=[CH:2]1.P(Cl)(Cl)(Cl)=O.O=P12OP3(OP(OP(O3)(O1)=O)(=O)O2)=O, predict the reaction product. The product is: [C:10]1([C:9]2[C:2]3[S:1][CH:5]=[CH:4][C:3]=3[CH2:6][CH2:7][N:8]=2)[CH:15]=[CH:14][CH:13]=[CH:12][CH:11]=1. (3) Given the reactants C[Mg+].[Br-].[NH:4]1[C:12]2[C:7](=[CH:8][CH:9]=[CH:10][CH:11]=2)[CH:6]=[CH:5]1.[Cl:13][C:14]1[N:19]=[C:18](Cl)[CH:17]=[CH:16][N:15]=1, predict the reaction product. The product is: [Cl:13][C:14]1[N:19]=[C:18]([C:6]2[C:7]3[C:12](=[CH:11][CH:10]=[CH:9][CH:8]=3)[NH:4][CH:5]=2)[CH:17]=[CH:16][N:15]=1. (4) Given the reactants [Cl:1][C:2]1[CH:3]=[CH:4][C:5]([O:11][C:12]([CH3:30])([C:14]2[N:18]([CH3:19])[C:17]([C:20]3[CH:25]=[CH:24][CH:23]=[CH:22][C:21]=3[C:26]([F:29])([F:28])[F:27])=[N:16][N:15]=2)[CH3:13])=[C:6]([CH:10]=1)[C:7](O)=[O:8].C1C=N[C:34]2[N:37](O)N=N[C:33]=2[CH:32]=1.C1(N)CC1.O, predict the reaction product. The product is: [ClH:1].[Cl:1][C:2]1[CH:3]=[CH:4][C:5]([O:11][C:12]([CH3:30])([C:14]2[N:18]([CH3:19])[C:17]([C:20]3[CH:25]=[CH:24][CH:23]=[CH:22][C:21]=3[C:26]([F:27])([F:28])[F:29])=[N:16][N:15]=2)[CH3:13])=[C:6]([CH:10]=1)[C:7]([NH:37][CH:34]1[CH2:33][CH2:32]1)=[O:8]. (5) Given the reactants [C:1]([O:5][C:6]([N:8]1[CH2:13][CH2:12][N:11]([C:14]2[C:23]3[C:18](=[CH:19][C:20]([Cl:24])=[CH:21][CH:22]=3)[NH:17][C:16](=O)[CH:15]=2)[CH2:10][CH2:9]1)=[O:7])([CH3:4])([CH3:3])[CH3:2].[H-].[Na+].[CH2:28]([NH2:33])[CH2:29][CH2:30][CH2:31][CH3:32], predict the reaction product. The product is: [C:1]([O:5][C:6]([N:8]1[CH2:13][CH2:12][N:11]([C:14]2[C:23]3[C:18](=[CH:19][C:20]([Cl:24])=[CH:21][CH:22]=3)[N:17]=[C:16]([NH:33][CH2:28][CH2:29][CH2:30][CH2:31][CH3:32])[CH:15]=2)[CH2:10][CH2:9]1)=[O:7])([CH3:4])([CH3:3])[CH3:2]. (6) Given the reactants [NH2:1][C:2]1[S:3][C:4]([C:10]2[C:15]([F:16])=[CH:14][C:13]([C:17]([OH:20])([CH3:19])[CH3:18])=[CH:12][C:11]=2[F:21])=[CH:5][C:6]=1[C:7]([NH2:9])=[O:8].Cl[C:23]1[N:28]=[C:27]2[N:29]=[N:30][NH:31][C:26]2=[CH:25][CH:24]=1, predict the reaction product. The product is: [F:16][C:15]1[CH:14]=[C:13]([C:17]([OH:20])([CH3:18])[CH3:19])[CH:12]=[C:11]([F:21])[C:10]=1[C:4]1[S:3][C:2]([NH:1][C:23]2[N:28]=[C:27]3[N:29]=[N:30][NH:31][C:26]3=[CH:25][CH:24]=2)=[C:6]([C:7]([NH2:9])=[O:8])[CH:5]=1. (7) Given the reactants [CH3:1]CCCCCCC/C=C\CCCCCCCC(OCC(OC(CCCCCCC/C=C\CCCCCCCC)=O)C[N+](CCNC(C(NCCCN)CCCNCCCN)=O)(C)C)=O.CC1(C)S[C@@H]2[C@H](NC(CC3C=CC=CC=3)=O)C(=O)N2[C@H]1C([O-])=O.[K+].C[C@@H]1O[C@@H](O[C@H]2[C@H](O)[C@@H](O)[C@H](NC(N)=N)[C@@H](O)[C@@H]2NC(N)=N)[C@H]([O:114][C@@H:115]2[O:120][C@@H:119]([CH2:121][OH:122])[C@H:118]([OH:123])[C@@H:117]([OH:124])[C@@H:116]2[NH:125]C)[C@@]1(O)C=O.CC(O)[C@H]1O[C@H](O[C@H:139]2[C@H:144]([OH:145])[C@@H:143]([O:146][C@@H:147]3[O:152][CH2:151][C@:150]([OH:154])([CH3:153])[C@@H:149]([NH:155][CH3:156])[C@@H:148]3[OH:157])[C@H:142]([NH2:158])[CH2:141][C@@H:140]2[NH2:159])[C@H](N)[C@@H](O)[C@@H]1O.OS(O)(=O)=O.OS(O)(=O)=O, predict the reaction product. The product is: [CH3:1][C@@H:121]([OH:122])[C@H:119]1[O:120][C@H:115]([O:114][C@H:139]2[C@H:144]([OH:145])[C@@H:143]([O:146][C@H:147]3[O:152][CH2:151][C@@:150]([OH:154])([CH3:153])[C@H:149]([NH:155][CH3:156])[C@H:148]3[OH:157])[C@H:142]([NH2:158])[CH2:141][C@@H:140]2[NH2:159])[C@H:116]([NH2:125])[C@@H:117]([OH:124])[C@@H:118]1[OH:123]. (8) Given the reactants C([O:3][C:4]([C:6]1[C:15](=[O:16])[C:14]2[C:9](=[C:10]([O:18][CH3:19])[C:11]([F:17])=[CH:12][CH:13]=2)[N:8]([CH:20]2[CH2:22][CH2:21]2)[CH:7]=1)=[O:5])C.OS(O)(=O)=O, predict the reaction product. The product is: [CH:20]1([N:8]2[C:9]3[C:14](=[CH:13][CH:12]=[C:11]([F:17])[C:10]=3[O:18][CH3:19])[C:15](=[O:16])[C:6]([C:4]([OH:5])=[O:3])=[CH:7]2)[CH2:21][CH2:22]1. (9) Given the reactants [CH2:1]1[O:14][C:13]2[CH:12]=[CH:11][C:5]([CH:6]([OH:10])[C:7](O)=[O:8])=[CH:4][C:3]=2[O:2]1.[H-].[Al+3].[Li+].[H-].[H-].[H-], predict the reaction product. The product is: [O:14]1[C:13]2[CH:12]=[CH:11][C:5]([CH:6]([OH:10])[CH2:7][OH:8])=[CH:4][C:3]=2[O:2][CH2:1]1. (10) The product is: [N:22]1([CH2:27][CH2:28][NH:29][C:30]([C:32]2[C:36]([CH3:37])=[C:35]([CH:38]=[C:15]3[C:14]4[C:18](=[CH:19][CH:20]=[C:12]([S:9](=[O:11])(=[O:10])[NH:8][C:4]5[CH:5]=[CH:6][CH:7]=[C:2]([Cl:1])[CH:3]=5)[CH:13]=4)[NH:17][C:16]3=[O:21])[NH:34][C:33]=2[CH3:40])=[O:31])[CH2:26][CH2:25][CH2:24][CH2:23]1. Given the reactants [Cl:1][C:2]1[CH:3]=[C:4]([NH:8][S:9]([C:12]2[CH:13]=[C:14]3[C:18](=[CH:19][CH:20]=2)[NH:17][C:16](=[O:21])[CH2:15]3)(=[O:11])=[O:10])[CH:5]=[CH:6][CH:7]=1.[N:22]1([CH2:27][CH2:28][NH:29][C:30]([C:32]2[C:36]([CH3:37])=[C:35]([CH:38]=O)[NH:34][C:33]=2[CH3:40])=[O:31])[CH2:26][CH2:25][CH2:24][CH2:23]1, predict the reaction product.